Task: Predict which catalyst facilitates the given reaction.. Dataset: Catalyst prediction with 721,799 reactions and 888 catalyst types from USPTO (1) Reactant: [CH2:1](O[CH2:1][C:2]1[CH:7]=[CH:6][CH:5]=[CH:4][CH:3]=1)[C:2]1[CH:7]=[CH:6][CH:5]=[CH:4][CH:3]=1.[C:16]([OH:31])(=[O:30])[CH2:17][CH2:18][CH2:19][CH2:20][CH2:21][CH2:22][CH2:23][CH2:24][CH2:25][CH2:26][CH2:27][CH2:28][CH3:29].OO. Product: [C:16]([O:31][CH2:1][C:2]1[CH:7]=[CH:6][CH:5]=[CH:4][CH:3]=1)(=[O:30])[CH2:17][CH2:18][CH2:19][CH2:20][CH2:21][CH2:22][CH2:23][CH2:24][CH2:25][CH2:26][CH2:27][CH2:28][CH3:29]. The catalyst class is: 6. (2) Reactant: F[P-](F)(F)(F)(F)F.CN([C:11](N(C)C)=[N+:12]1[C:16]2C=CC(Cl)=C[C:15]=2[N+:14]([O-])=N1)C.[NH2:26][C:27]1[CH:32]=[CH:31][CH:30]=[CH:29][C:28]=1[NH:33][C:34](=[O:61])[C:35]1[CH:40]=[CH:39][C:38]([CH2:41][N:42]([CH2:55][CH2:56][CH2:57][N:58]([CH3:60])[CH3:59])[C:43]([NH:45][C:46]2[CH:51]=[CH:50][C:49]([C:52]([OH:54])=O)=[CH:48][CH:47]=2)=[O:44])=[CH:37][CH:36]=1.[CH3:62]NN(NC)CCN.C(N(CC)C(C)C)(C)C.C(=O)([O-])O.[Na+]. Product: [NH2:26][C:27]1[CH:32]=[CH:31][CH:30]=[CH:29][C:28]=1[NH:33][C:34](=[O:61])[C:35]1[CH:36]=[CH:37][C:38]([CH2:41][N:42]([CH2:55][CH2:56][CH2:57][N:58]([CH3:60])[CH3:59])[C:43]([NH:45][C:46]2[CH:51]=[CH:50][C:49]([C:52]([NH:14][CH2:15][CH2:16][N:12]([CH3:11])[CH3:62])=[O:54])=[CH:48][CH:47]=2)=[O:44])=[CH:39][CH:40]=1. The catalyst class is: 3. (3) Reactant: [CH2:1]([N:8]1[C:16]2[C:11](=[CH:12][CH:13]=[C:14]([C:17]([OH:19])=O)[CH:15]=2)[C:10]([C:20](=[O:31])[NH:21][CH2:22][C:23]2[CH:28]=[CH:27][C:26]([F:29])=[C:25]([F:30])[CH:24]=2)=[C:9]1[CH:32]([CH3:34])[CH3:33])[C:2]1[CH:7]=[CH:6][CH:5]=[CH:4][CH:3]=1.F[P-](F)(F)(F)(F)F.N1(O[P+](N(C)C)(N(C)C)N(C)C)C2C=CC=CC=2N=N1.CCN(C(C)C)C(C)C.[NH2:71][CH2:72][C:73]([CH3:76])([OH:75])[CH3:74]. Product: [CH2:1]([N:8]1[C:16]2[C:11](=[CH:12][CH:13]=[C:14]([C:17]([NH:71][CH2:72][C:73]([OH:75])([CH3:76])[CH3:74])=[O:19])[CH:15]=2)[C:10]([C:20]([NH:21][CH2:22][C:23]2[CH:28]=[CH:27][C:26]([F:29])=[C:25]([F:30])[CH:24]=2)=[O:31])=[C:9]1[CH:32]([CH3:33])[CH3:34])[C:2]1[CH:7]=[CH:6][CH:5]=[CH:4][CH:3]=1. The catalyst class is: 31. (4) Reactant: Br[C:2]1[CH:3]=[C:4]2[C:9](=[CH:10][CH:11]=1)[CH:8]=[C:7]([O:12][CH2:13][CH2:14][N:15]1[CH2:20][CH2:19][CH2:18][CH2:17][CH:16]1[CH3:21])[CH:6]=[CH:5]2.C([Li])CCC.C[O:28][B:29](OC)[O:30]C.[Cl-].[NH4+]. Product: [CH3:21][CH:16]1[CH2:17][CH2:18][CH2:19][CH2:20][N:15]1[CH2:14][CH2:13][O:12][C:7]1[CH:8]=[C:9]2[C:4](=[CH:5][CH:6]=1)[CH:3]=[C:2]([B:29]([OH:30])[OH:28])[CH:11]=[CH:10]2. The catalyst class is: 20. (5) The catalyst class is: 5. Product: [CH2:12]1[C:13]2[C:18](=[CH:17][CH:16]=[CH:15][CH:14]=2)[CH2:19][CH2:20][N:11]1[CH2:10][CH:9]([OH:21])[CH2:8][NH:7][C:5](=[O:6])[C:4]1[CH:22]=[CH:23][CH:24]=[C:2]([NH:1][CH:31]([CH:28]2[CH2:29][CH2:30][O:25][CH2:26][CH2:27]2)[CH3:32])[CH:3]=1. Reactant: [NH2:1][C:2]1[CH:3]=[C:4]([CH:22]=[CH:23][CH:24]=1)[C:5]([NH:7][CH2:8][CH:9]([OH:21])[CH2:10][N:11]1[CH2:20][CH2:19][C:18]2[C:13](=[CH:14][CH:15]=[CH:16][CH:17]=2)[CH2:12]1)=[O:6].[O:25]1[CH2:30][CH2:29][CH:28]([C:31](=O)[CH3:32])[CH2:27][CH2:26]1.CC(O)=O.[BH3-]C#N.[Na+].